Dataset: Cav3 T-type calcium channel HTS with 100,875 compounds. Task: Binary Classification. Given a drug SMILES string, predict its activity (active/inactive) in a high-throughput screening assay against a specified biological target. (1) The molecule is O(CCN1CCCCC1)C(=O)c1oc2c(c1C)cccc2. The result is 0 (inactive). (2) The molecule is O=C(N1CCN(CC1)C1=Nc2c3c1cccc3ccc2)C. The result is 0 (inactive). (3) The compound is S(=O)(=O)(N(CC(=O)Nc1ccc(OCC)cc1)c1cc(ccc1)C(F)(F)F)C. The result is 1 (active). (4) The drug is O=C1N(NC(=O)c2ccc(NC(=O)CCCC)cc2)C(=O)c2c1cccc2. The result is 0 (inactive). (5) The molecule is S(c1ncnc2n(nnc12)c1ccc(F)cc1)CC(OCC)=O. The result is 0 (inactive). (6) The molecule is s1c2c(CCCC2)c2c1nnn(c2=O)CC(=O)Nc1noc(c1)C. The result is 0 (inactive). (7) The compound is O\C(CCC)=C1/C(=O)NC(=O)NC1=O. The result is 0 (inactive). (8) The molecule is O1C(CN(C(=O)Cc2c3c(oc2)cc(OC)cc3)C)COc2c1cccc2. The result is 0 (inactive). (9) The drug is S(=O)(=O)(N1C(OCC1)CNC(=O)C(=O)NCc1ccc(cc1)C)c1cc2OCCOc2cc1. The result is 1 (active).